From a dataset of Full USPTO retrosynthesis dataset with 1.9M reactions from patents (1976-2016). Predict the reactants needed to synthesize the given product. (1) Given the product [Cl:21][C:18]1[CH:19]=[CH:20][C:15]([C:14]([N:12]([CH3:13])[C:7]2[CH:8]=[CH:9][CH:10]=[CH:11][C:6]=2[O:5][CH2:4][C:3]([OH:31])=[O:2])=[O:30])=[CH:16][C:17]=1[C:22]1[CH:23]=[N:24][C:25]([Cl:29])=[CH:26][C:27]=1[CH3:28], predict the reactants needed to synthesize it. The reactants are: C[O:2][C:3](=[O:31])[CH2:4][O:5][C:6]1[CH:11]=[CH:10][CH:9]=[CH:8][C:7]=1[N:12]([C:14](=[O:30])[C:15]1[CH:20]=[CH:19][C:18]([Cl:21])=[C:17]([C:22]2[CH:23]=[N:24][C:25]([Cl:29])=[CH:26][C:27]=2[CH3:28])[CH:16]=1)[CH3:13].[Li+].[OH-]. (2) Given the product [CH3:1][N:2]([CH3:17])[C:3]([CH:5]1[CH2:6][C:7]2[N:11]([CH3:12])[C:10]([CH3:13])=[N:9][C:8]=2[C:14]2[NH:30][C@H:23]([C:24]3[CH:25]=[CH:26][CH:27]=[CH:28][CH:29]=3)[C@@H:22]([OH:31])[C:21](=[O:20])[C:15]1=2)=[O:4], predict the reactants needed to synthesize it. The reactants are: [CH3:1][N:2]([CH3:17])[C:3]([CH:5]1[CH2:15][C:14](=O)[C:8]2[N:9]=[C:10]([CH3:13])[N:11]([CH3:12])[C:7]=2[CH2:6]1)=[O:4].C([O:20][C:21](=O)[C@H:22]([O:31][Si](C(C)(C)C)(C)C)[C@H:23]([NH2:30])[C:24]1[CH:29]=[CH:28][CH:27]=[CH:26][CH:25]=1)C. (3) Given the product [NH2:6][C:5]1[CH:7]=[CH:8][C:2]([C:18]2[CH:17]=[CH:16][CH:15]=[C:14]([N+:11]([O-:13])=[O:12])[CH:19]=2)=[CH:3][C:4]=1[O:9][CH3:10], predict the reactants needed to synthesize it. The reactants are: Br[C:2]1[CH:8]=[CH:7][C:5]([NH2:6])=[C:4]([O:9][CH3:10])[CH:3]=1.[N+:11]([C:14]1[CH:15]=[C:16](B(O)O)[CH:17]=[CH:18][CH:19]=1)([O-:13])=[O:12]. (4) Given the product [CH:10]([NH:9][C:11](=[C:4]([CH3:5])[CH3:3])[C:12]([O:14][CH2:15][CH3:16])=[O:13])=[O:19], predict the reactants needed to synthesize it. The reactants are: N#N.[CH3:3][C:4](C)([O-])[CH3:5].[K+].[N+:9]([CH2:11][C:12]([O:14][CH2:15][CH3:16])=[O:13])#[C-:10].CC(C)=[O:19]. (5) Given the product [C:1]([O:5][C:6]([C:8]1[O:9][C:10]2[CH:17]=[CH:16][C:15]([CH3:18])=[C:14]([O:19][CH3:22])[C:11]=2[C:12]=1[CH3:13])=[O:7])([CH3:4])([CH3:3])[CH3:2], predict the reactants needed to synthesize it. The reactants are: [C:1]([O:5][C:6]([C:8]1[O:9][C:10]2[CH:17]=[CH:16][C:15]([CH3:18])=[C:14]([OH:19])[C:11]=2[C:12]=1[CH3:13])=[O:7])([CH3:4])([CH3:3])[CH3:2].IC.[C:22]([O-])([O-])=O.[K+].[K+].